This data is from Reaction yield outcomes from USPTO patents with 853,638 reactions. The task is: Predict the reaction yield, written as a fraction of the theoretical maximum amount of product (1.0 means a 100% yield; for example, 0.34 means a 34% yield). (1) The reactants are [NH2:1][C:2]1[S:6][N:5]=[C:4]([CH3:7])[C:3]=1[C:8]([OH:10])=O.S(Cl)(Cl)=O.[CH:15]([O:18][C:19]1[N:24]=[CH:23][C:22]([NH2:25])=[CH:21][CH:20]=1)([CH3:17])[CH3:16].C(N(CC)CC)C. No catalyst specified. The product is [NH2:1][C:2]1[S:6][N:5]=[C:4]([CH3:7])[C:3]=1[C:8]([NH:25][C:22]1[CH:23]=[N:24][C:19]([O:18][CH:15]([CH3:17])[CH3:16])=[CH:20][CH:21]=1)=[O:10]. The yield is 0.310. (2) The reactants are [F:1][C:2]1[CH:24]=[C:23]([F:25])[CH:22]=[CH:21][C:3]=1[CH2:4][C@@H:5]1[CH2:10][C@H:9]([C:11]2[O:15][NH:14][C:13](=[O:16])[CH:12]=2)[CH2:8][CH2:7][N:6]1C(OC)=O.Br. No catalyst specified. The product is [F:1][C:2]1[CH:24]=[C:23]([F:25])[CH:22]=[CH:21][C:3]=1[CH2:4][C@@H:5]1[CH2:10][C@H:9]([C:11]2[O:15][NH:14][C:13](=[O:16])[CH:12]=2)[CH2:8][CH2:7][NH:6]1. The yield is 0.470. (3) The reactants are Cl.C(OC([NH:9][C@H:10]([C:26]([NH:28][C:29]1[CH:59]=[CH:58][CH:57]=[C:56]([F:60])[C:30]=1[O:31][CH2:32][C@H:33]1[O:38][CH2:37][C@@H:36]([CH2:39][O:40][C:41]([NH:43][CH2:44][C:45]([F:48])([F:47])[F:46])=[O:42])[N:35](C(OC(C)(C)C)=O)[CH2:34]1)=[O:27])[CH:11]([C:19]1[CH:24]=[CH:23][C:22]([F:25])=[CH:21][CH:20]=1)[C:12]1[CH:17]=[CH:16][C:15]([F:18])=[CH:14][CH:13]=1)=O)(C)(C)C. The catalyst is O1CCOCC1. The product is [F:48][C:45]([F:46])([F:47])[CH2:44][NH:43][C:41](=[O:42])[O:40][CH2:39][C@@H:36]1[CH2:37][O:38][C@H:33]([CH2:32][O:31][C:30]2[C:56]([F:60])=[CH:57][CH:58]=[CH:59][C:29]=2[NH:28][C:26](=[O:27])[C@@H:10]([NH2:9])[CH:11]([C:12]2[CH:13]=[CH:14][C:15]([F:18])=[CH:16][CH:17]=2)[C:19]2[CH:24]=[CH:23][C:22]([F:25])=[CH:21][CH:20]=2)[CH2:34][NH:35]1. The yield is 0.960. (4) The reactants are [NH2:1][C:2]1[N:29]([CH2:30][C:31]([OH:34])([CH3:33])[CH3:32])[C:6]2[N:7]=[C:8]([NH:11][C:12]3[CH:17]=[CH:16][C:15]([CH:18]4[CH2:23][CH2:22][N:21]([CH2:24][CH2:25]Cl)[CH2:20][CH2:19]4)=[CH:14][C:13]=3[O:27][CH3:28])[N:9]=[CH:10][C:5]=2[C:4](=[O:35])[C:3]=1[C:36]([NH2:38])=[O:37].[C:39]([O-])([O-])=[O:40].[K+].[K+]. The catalyst is CO. The product is [NH2:1][C:2]1[N:29]([CH2:30][C:31]([OH:34])([CH3:33])[CH3:32])[C:6]2[N:7]=[C:8]([NH:11][C:12]3[CH:17]=[CH:16][C:15]([CH:18]4[CH2:23][CH2:22][N:21]([CH2:24][CH2:25][O:40][CH3:39])[CH2:20][CH2:19]4)=[CH:14][C:13]=3[O:27][CH3:28])[N:9]=[CH:10][C:5]=2[C:4](=[O:35])[C:3]=1[C:36]([NH2:38])=[O:37]. The yield is 0.780. (5) The reactants are Br[C:2]1[C:3]2[C:8]([CH:9]=[C:10]3[C:15]=1[CH:14]=[CH:13][CH:12]=[CH:11]3)=[CH:7][CH:6]=[CH:5][CH:4]=2.[C:16]1(B(O)O)[CH:21]=[CH:20][CH:19]=[CH:18][CH:17]=1.C(=O)([O-])[O-].[K+].[K+]. The catalyst is C([O-])(=O)C.[Pd+2].C([O-])(=O)C.C1(C)C=CC=CC=1P(C1C=CC=CC=1C)C1C=CC=CC=1C.COCCOC. The product is [C:16]1([C:2]2[C:3]3[C:8]([CH:9]=[C:10]4[C:15]=2[CH:14]=[CH:13][CH:12]=[CH:11]4)=[CH:7][CH:6]=[CH:5][CH:4]=3)[CH:21]=[CH:20][CH:19]=[CH:18][CH:17]=1. The yield is 0.820.